From a dataset of Forward reaction prediction with 1.9M reactions from USPTO patents (1976-2016). Predict the product of the given reaction. Given the reactants [F:1][C:2]1[CH:3]=[C:4]([CH:7]=[CH:8][CH:9]=1)[CH2:5][OH:6].[OH-].[K+].F[C:13]1[CH:18]=[CH:17][C:16]([N+:19]([O-:21])=[O:20])=[CH:15][CH:14]=1, predict the reaction product. The product is: [F:1][C:2]1[CH:3]=[C:4]([CH:7]=[CH:8][CH:9]=1)[CH2:5][O:6][C:13]1[CH:18]=[CH:17][C:16]([N+:19]([O-:21])=[O:20])=[CH:15][CH:14]=1.